Predict which catalyst facilitates the given reaction. From a dataset of Catalyst prediction with 721,799 reactions and 888 catalyst types from USPTO. (1) The catalyst class is: 14. Reactant: IC.[F:3][C:4]([F:9])([F:8])[C:5]([OH:7])=[O:6].[CH3:10][CH:11]([C:13]1[N:17]=[C:16]([N:18]2[CH2:23][CH2:22][CH:21]([CH2:24][O:25][C:26]3[CH:31]=[CH:30][C:29]([C:32]4[CH:37]=[CH:36][C:35]([S:38]([NH:41][CH2:42][CH2:43][N:44]5[CH2:49][CH2:48][O:47][CH2:46][CH2:45]5)(=[O:40])=[O:39])=[CH:34][CH:33]=4)=[CH:28][CH:27]=3)[CH2:20][CH2:19]2)[O:15][N:14]=1)[CH3:12].[OH-].[K+]. Product: [C:5]([OH:7])([C:4]([F:9])([F:8])[F:3])=[O:6].[F:3][C:4]([F:9])([F:8])[C:5]([OH:7])=[O:6].[CH3:4][N:41]([CH2:42][CH2:43][N:44]1[CH2:45][CH2:46][O:47][CH2:48][CH2:49]1)[S:38]([C:35]1[CH:36]=[CH:37][C:32]([C:29]2[CH:30]=[CH:31][C:26]([O:25][CH2:24][CH:21]3[CH2:20][CH2:19][N:18]([C:16]4[O:15][N:14]=[C:13]([CH:11]([CH3:10])[CH3:12])[N:17]=4)[CH2:23][CH2:22]3)=[CH:27][CH:28]=2)=[CH:33][CH:34]=1)(=[O:40])=[O:39]. (2) Reactant: Cl.[NH2:2][OH:3].[C:4]([C:6]1[CH:7]=[C:8]2[C:13](=[CH:14][CH:15]=1)[CH2:12][N:11]([C:16]([O:18][C:19]([CH3:22])([CH3:21])[CH3:20])=[O:17])[CH2:10][CH2:9]2)#[N:5].C(=O)([O-])O.[Na+]. Product: [OH:3][NH:2][C:4](=[NH:5])[C:6]1[CH:7]=[C:8]2[C:13](=[CH:14][CH:15]=1)[CH2:12][N:11]([C:16]([O:18][C:19]([CH3:21])([CH3:20])[CH3:22])=[O:17])[CH2:10][CH2:9]2. The catalyst class is: 8.